From a dataset of Forward reaction prediction with 1.9M reactions from USPTO patents (1976-2016). Predict the product of the given reaction. (1) Given the reactants [CH2:1]([N:5]([CH2:15][CH2:16][CH2:17][CH3:18])[C:6]([C:8]1[C:12](Cl)=[C:11]([CH3:14])[NH:10][N:9]=1)=[O:7])[CH2:2][CH2:3][CH3:4].[Br:19]C1C(C(OCC)=O)=NNC=1C, predict the reaction product. The product is: [Br:19][C:12]1[C:8]([C:6]([N:5]([CH2:15][CH2:16][CH2:17][CH3:18])[CH2:1][CH2:2][CH2:3][CH3:4])=[O:7])=[N:9][NH:10][C:11]=1[CH3:14]. (2) Given the reactants C(Cl)(=O)C(Cl)=O.CS(C)=O.[Cl:11][C:12]1[CH:13]=[N:14][C:15]([N:18]2[CH2:23][CH2:22][CH:21]([C@H:24]3[CH2:26][C@H:25]3[CH2:27][CH2:28][OH:29])[CH2:20][CH2:19]2)=[N:16][CH:17]=1, predict the reaction product. The product is: [Cl:11][C:12]1[CH:13]=[N:14][C:15]([N:18]2[CH2:23][CH2:22][CH:21]([C@H:24]3[CH2:26][C@H:25]3[CH2:27][CH:28]=[O:29])[CH2:20][CH2:19]2)=[N:16][CH:17]=1.